This data is from Forward reaction prediction with 1.9M reactions from USPTO patents (1976-2016). The task is: Predict the product of the given reaction. (1) The product is: [N:13]1([NH:19][S:9]([CH3:8])(=[O:11])=[O:10])[CH2:18][CH2:17][O:16][CH2:15][CH2:14]1. Given the reactants CCN(CC)CC.[CH3:8][S:9](Cl)(=[O:11])=[O:10].[N:13]1([NH2:19])[CH2:18][CH2:17][O:16][CH2:15][CH2:14]1, predict the reaction product. (2) Given the reactants Cl.[CH3:2][O:3][C:4](=[O:24])[CH2:5][C@H:6]1[CH2:11][CH2:10][C@H:9]([C:12]2[CH:17]=[CH:16][C:15]([NH:18][C:19](=[O:23])[CH2:20][CH2:21][NH2:22])=[CH:14][CH:13]=2)[CH2:8][CH2:7]1.CCN=C=NCCCN(C)C.[Cl:36][C:37]1[CH:42]=[CH:41][CH:40]=[C:39]([Cl:43])[C:38]=1[C:44]1[O:45][C:46]([C:52]([F:55])([F:54])[F:53])=[C:47]([C:49](O)=[O:50])[N:48]=1.C1C=CC2N(O)N=NC=2C=1.C(N(C(C)C)C(C)C)C.C([O-])(O)=O.[Na+], predict the reaction product. The product is: [CH3:2][O:3][C:4](=[O:24])[CH2:5][C@H:6]1[CH2:7][CH2:8][C@H:9]([C:12]2[CH:13]=[CH:14][C:15]([NH:18][C:19](=[O:23])[CH2:20][CH2:21][NH:22][C:49]([C:47]3[N:48]=[C:44]([C:38]4[C:37]([Cl:36])=[CH:42][CH:41]=[CH:40][C:39]=4[Cl:43])[O:45][C:46]=3[C:52]([F:55])([F:54])[F:53])=[O:50])=[CH:16][CH:17]=2)[CH2:10][CH2:11]1. (3) Given the reactants Cl.[C:2]1([C:8]2([C:13]3[CH:18]=[CH:17][CH:16]=[CH:15][CH:14]=3)[CH2:12][CH2:11][NH:10][CH2:9]2)[CH:7]=[CH:6][CH:5]=[CH:4][CH:3]=1.[CH:19]([C:21]1[CH:36]=[CH:35][C:24]([O:25][C:26]2[CH:34]=[CH:33][C:29]([C:30]([NH2:32])=[O:31])=[CH:28][N:27]=2)=[CH:23][CH:22]=1)=O.C(O[BH-](OC(=O)C)OC(=O)C)(=O)C.[Na+].C(O)(=O)C, predict the reaction product. The product is: [C:2]1([C:8]2([C:13]3[CH:18]=[CH:17][CH:16]=[CH:15][CH:14]=3)[CH2:12][CH2:11][N:10]([CH2:19][C:21]3[CH:36]=[CH:35][C:24]([O:25][C:26]4[CH:34]=[CH:33][C:29]([C:30]([NH2:32])=[O:31])=[CH:28][N:27]=4)=[CH:23][CH:22]=3)[CH2:9]2)[CH:3]=[CH:4][CH:5]=[CH:6][CH:7]=1.